This data is from Retrosynthesis with 50K atom-mapped reactions and 10 reaction types from USPTO. The task is: Predict the reactants needed to synthesize the given product. (1) The reactants are: COC(=O)c1ccc2c(C3CCCCC3)c3n(c2c1)CC(C(=O)O)Cc1ccccc1-3. Given the product COC(=O)c1ccc2c(C3CCCCC3)c3n(c2c1)CC(CO)Cc1ccccc1-3, predict the reactants needed to synthesize it. (2) Given the product CCOC(=O)C1(C(=O)OCC)CC2CC(=O)CC2C1, predict the reactants needed to synthesize it. The reactants are: CCOC(=O)C1(C(=O)OCC)CC2=CC(=O)CC2C1.